Predict the reactants needed to synthesize the given product. From a dataset of Full USPTO retrosynthesis dataset with 1.9M reactions from patents (1976-2016). (1) The reactants are: [Cl:1][C:2]1[N:10]=[CH:9][CH:8]=[CH:7][C:3]=1[C:4]([OH:6])=[O:5].[CH2:11](O)[CH3:12].S(=O)(=O)(O)O. Given the product [Cl:1][C:2]1[N:10]=[CH:9][CH:8]=[CH:7][C:3]=1[C:4]([O:6][CH2:11][CH3:12])=[O:5], predict the reactants needed to synthesize it. (2) Given the product [C:6]1([S:12]([C:15]2[CH:4]=[CH:3][CH:2]=[CH:1][N:16]=2)(=[O:13])=[O:14])[CH:7]=[CH:8][CH:9]=[CH:10][CH:11]=1, predict the reactants needed to synthesize it. The reactants are: [CH:1](=O)/[CH:2]=[CH:3]/[CH3:4].[C:6]1([S:12]([C:15]#[N:16])(=[O:14])=[O:13])[CH:11]=[CH:10][CH:9]=[CH:8][CH:7]=1.C1(C)C=CC=CC=1.B(OCCCC)(OCCCC)OCCCC. (3) Given the product [C:9]1([C:5]2[N:4]=[C:3]([CH2:2][C:15]#[N:16])[CH:8]=[CH:7][N:6]=2)[CH:14]=[CH:13][CH:12]=[CH:11][CH:10]=1, predict the reactants needed to synthesize it. The reactants are: Cl[CH2:2][C:3]1[CH:8]=[CH:7][N:6]=[C:5]([C:9]2[CH:14]=[CH:13][CH:12]=[CH:11][CH:10]=2)[N:4]=1.[C-:15]#[N:16].[Na+]. (4) The reactants are: Cl.[NH:2]1[CH2:7][CH2:6][CH2:5][C@@H:4]([C:8]2[N:12]3[C:13]4[CH:19]=[CH:18][NH:17][C:14]=4[N:15]=[CH:16][C:11]3=[CH:10][N:9]=2)[CH2:3]1.Cl[C:21]([O:23][CH:24]1[CH2:28][CH2:27][CH2:26][CH2:25]1)=[O:22]. Given the product [C:8]1([C@@H:4]2[CH2:5][CH2:6][CH2:7][N:2]([C:21]([O:23][CH:24]3[CH2:28][CH2:27][CH2:26][CH2:25]3)=[O:22])[CH2:3]2)[N:12]2[C:13]3[CH:19]=[CH:18][NH:17][C:14]=3[N:15]=[CH:16][C:11]2=[CH:10][N:9]=1, predict the reactants needed to synthesize it. (5) Given the product [CH3:24][CH:25]([CH2:28][CH3:29])[CH2:26][NH:1][C:2]1[CH:3]=[C:4]([C:8]2[N:13]3[N:14]=[CH:15][C:16]([C:17]([C:19]4[S:20][CH:21]=[CH:22][CH:23]=4)=[O:18])=[C:12]3[N:11]=[CH:10][CH:9]=2)[CH:5]=[CH:6][CH:7]=1, predict the reactants needed to synthesize it. The reactants are: [NH2:1][C:2]1[CH:3]=[C:4]([C:8]2[N:13]3[N:14]=[CH:15][C:16]([C:17]([C:19]4[S:20][CH:21]=[CH:22][CH:23]=4)=[O:18])=[C:12]3[N:11]=[CH:10][CH:9]=2)[CH:5]=[CH:6][CH:7]=1.[CH3:24][CH:25]([CH2:28][CH3:29])[CH:26]=O. (6) Given the product [CH3:38][O:37][C:33]([CH:34]=[CH:35][C:7]1[CH:8]=[CH:9][C:10]2[NH:11][C:12]3[C:17]([C:18]=2[CH:19]=1)=[CH:16][CH:15]=[CH:14][CH:13]=3)=[O:36], predict the reactants needed to synthesize it. The reactants are: CN(C=O)C.I[C:7]1[CH:8]=[CH:9][C:10]2[NH:11][C:12]3[C:17]([C:18]=2[CH:19]=1)=[CH:16][CH:15]=[CH:14][CH:13]=3.C(N(CCCC)CCCC)CCC.[C:33]([O:37][CH3:38])(=[O:36])[CH:34]=[CH2:35]. (7) Given the product [OH-:3].[CH2:23]([OH:32])[C@@H:24]([C@H:26]([C@@H:28]([CH2:30][OH:31])[OH:29])[OH:27])[OH:25].[Cr+3:18].[OH-:11].[OH-:3], predict the reactants needed to synthesize it. The reactants are: C(O)[C@@H]([C@H]([C@@H](CO)O)O)[OH:3].[OH2:11].O.O.O.O.O.[Cl-].[Cr+3:18].[Cl-].[Cl-].[OH-].[Na+].[CH2:23]([OH:32])[C@@H:24]([C@H:26]([C@@H:28]([CH2:30][OH:31])[OH:29])[OH:27])[OH:25].[Cr]. (8) Given the product [CH2:33]([C:35]([C:39]1[CH:40]=[CH:41][CH:42]([C:44]([C:11]2[C:10]3[CH2:9][C:8]4[C:16](=[CH:17][C:5]([C:1]([CH3:4])([CH3:3])[CH3:2])=[CH:6][CH:7]=4)[C:15]=3[CH:14]=[C:13]([C:18]([CH3:21])([CH3:20])[CH3:19])[CH:12]=2)([CH3:46])[CH3:45])[CH:43]=1)([CH3:38])[CH2:36][CH3:37])[CH3:34], predict the reactants needed to synthesize it. The reactants are: [C:1]([C:5]1[CH:6]=[CH:7][C:8]2[CH2:9][C:10]3[C:15]([C:16]=2[CH:17]=1)=[CH:14][C:13]([C:18]([CH3:21])([CH3:20])[CH3:19])=[CH:12][CH:11]=3)([CH3:4])([CH3:3])[CH3:2].CCCCCC.C([Li])CCC.[CH2:33]([C:35]([C:39]1[CH:40]=[CH:41][C:42](=[C:44]([CH3:46])[CH3:45])[CH:43]=1)([CH3:38])[CH2:36][CH3:37])[CH3:34]. (9) Given the product [F:24][C:22]([F:23])([F:25])[O:21][C:17]1[CH:16]=[C:15]([NH:14][C:13]([C@@H:9]2[CH2:10][CH2:11][CH2:12][NH:8]2)=[O:26])[CH:20]=[CH:19][CH:18]=1.[C:27]([OH:33])([C:29]([F:32])([F:31])[F:30])=[O:28], predict the reactants needed to synthesize it. The reactants are: C(OC([N:8]1[CH2:12][CH2:11][CH2:10][C@H:9]1[C:13](=[O:26])[NH:14][C:15]1[CH:20]=[CH:19][CH:18]=[C:17]([O:21][C:22]([F:25])([F:24])[F:23])[CH:16]=1)=O)(C)(C)C.[C:27]([OH:33])([C:29]([F:32])([F:31])[F:30])=[O:28].